The task is: Predict the reactants needed to synthesize the given product.. This data is from Full USPTO retrosynthesis dataset with 1.9M reactions from patents (1976-2016). The reactants are: [NH:1]1[CH2:4][CH:3]([C:5]2[CH:27]=[CH:26][C:8]3[C:9]4[N:10]=[C:11]([C:17]5[N:18]([CH:23]([CH3:25])[CH3:24])[N:19]=[C:20]([CH3:22])[N:21]=5)[S:12][C:13]=4[CH2:14][CH2:15][O:16][C:7]=3[CH:6]=2)[CH2:2]1.C(N(CC)C(C)C)(C)C.O1CCCC1.[C:42](O)(=[O:46])[C@H:43]([CH3:45])[OH:44].F[P-](F)(F)(F)(F)F.C[N+](C)=C(N(C)C)ON1C2N=CC=CC=2N=N1. Given the product [OH:44][C@@H:43]([CH3:45])[C:42]([N:1]1[CH2:4][CH:3]([C:5]2[CH:27]=[CH:26][C:8]3[C:9]4[N:10]=[C:11]([C:17]5[N:18]([CH:23]([CH3:25])[CH3:24])[N:19]=[C:20]([CH3:22])[N:21]=5)[S:12][C:13]=4[CH2:14][CH2:15][O:16][C:7]=3[CH:6]=2)[CH2:2]1)=[O:46], predict the reactants needed to synthesize it.